Dataset: Catalyst prediction with 721,799 reactions and 888 catalyst types from USPTO. Task: Predict which catalyst facilitates the given reaction. (1) Reactant: Br[C:2]1[CH:15]=[C:14]2[C:5]([C:6]3[CH:7]=[CH:8][C:9]([C:16]4[CH:17]=[CH:18][C:19]5[N:23]=[C:22]([C@@H:24]6[CH2:28][CH2:27][CH2:26][N:25]6[C:29]([O:31][C:32]([CH3:35])([CH3:34])[CH3:33])=[O:30])[NH:21][C:20]=5[CH:36]=4)=[CH:10][C:11]=3[CH2:12][CH2:13]2)=[CH:4][CH:3]=1.[B:37]1([B:37]2[O:41][C:40]([CH3:43])([CH3:42])[C:39]([CH3:45])([CH3:44])[O:38]2)[O:41][C:40]([CH3:43])([CH3:42])[C:39]([CH3:45])([CH3:44])[O:38]1.C([O-])(=O)C.[K+]. Product: [CH3:44][C:39]1([CH3:45])[C:40]([CH3:43])([CH3:42])[O:41][B:37]([C:2]2[CH:15]=[C:14]3[C:5]([C:6]4[CH:7]=[CH:8][C:9]([C:16]5[CH:17]=[CH:18][C:19]6[N:23]=[C:22]([C@@H:24]7[CH2:28][CH2:27][CH2:26][N:25]7[C:29]([O:31][C:32]([CH3:35])([CH3:34])[CH3:33])=[O:30])[NH:21][C:20]=6[CH:36]=5)=[CH:10][C:11]=4[CH2:12][CH2:13]3)=[CH:4][CH:3]=2)[O:38]1. The catalyst class is: 75. (2) Reactant: Cl.[NH2:2][C:3]1[CH:32]=[CH:31][C:6]2[NH:7][C:8]([C:13]3[C:14](=[O:30])[C@:15]([CH3:29])([CH2:24][CH2:25][CH:26]([CH3:28])[CH3:27])[C:16]4[C:21]([C:22]=3[OH:23])=[CH:20][CH:19]=[CH:18][CH:17]=4)=[N:9][S:10](=[O:12])(=[O:11])[C:5]=2[CH:4]=1.[S:33](Cl)([CH3:36])(=[O:35])=[O:34].N1C=CC=CC=1. Product: [OH:23][C:22]1[C:21]2[C:16](=[CH:17][CH:18]=[CH:19][CH:20]=2)[C@@:15]([CH3:29])([CH2:24][CH2:25][CH:26]([CH3:28])[CH3:27])[C:14](=[O:30])[C:13]=1[C:8]1[NH:7][C:6]2[CH:31]=[CH:32][C:3]([NH:2][S:33]([CH3:36])(=[O:35])=[O:34])=[CH:4][C:5]=2[S:10](=[O:12])(=[O:11])[N:9]=1. The catalyst class is: 21. (3) Reactant: [C:1]([OH:10])(=[O:9])[CH:2]([CH:4]([C:6]([OH:8])=[O:7])[OH:5])[OH:3].C(O)C. Product: [CH:2]([OH:3])([C:1]([OH:10])=[O:9])[CH:4]([OH:5])[C:6]([OH:8])=[O:7]. The catalyst class is: 5.